From a dataset of Catalyst prediction with 721,799 reactions and 888 catalyst types from USPTO. Predict which catalyst facilitates the given reaction. The catalyst class is: 67. Reactant: COC1C=CC(C[N:10]2[C:14]3[N:15]=[C:16]([N:26]4[CH2:31][CH2:30][O:29][CH2:28][CH2:27]4)[N:17]=[C:18]([N:19]4[CH2:23][CH2:22][C@:21]([CH3:25])([OH:24])[CH2:20]4)[C:13]=3[N:12]=[N:11]2)=CC=1. Product: [CH3:25][C@:21]1([OH:24])[CH2:22][CH2:23][N:19]([C:18]2[C:13]3[N:12]=[N:11][NH:10][C:14]=3[N:15]=[C:16]([N:26]3[CH2:31][CH2:30][O:29][CH2:28][CH2:27]3)[N:17]=2)[CH2:20]1.